From a dataset of Forward reaction prediction with 1.9M reactions from USPTO patents (1976-2016). Predict the product of the given reaction. Given the reactants [F:1][C:2]1([F:17])[O:6][C:5]2[CH:7]=[CH:8][C:9]([C:11]3([C:14](Cl)=[O:15])[CH2:13][CH2:12]3)=[CH:10][C:4]=2[O:3]1.C(N(CC)CC)C.[Cl:25][C:26]1[N:31]=[C:30]([NH2:32])[CH:29]=[CH:28][C:27]=1[CH2:33][CH3:34], predict the reaction product. The product is: [Cl:25][C:26]1[N:31]=[C:30]([NH:32][C:14]([C:11]2([C:9]3[CH:8]=[CH:7][C:5]4[O:6][C:2]([F:17])([F:1])[O:3][C:4]=4[CH:10]=3)[CH2:13][CH2:12]2)=[O:15])[CH:29]=[CH:28][C:27]=1[CH2:33][CH3:34].